From a dataset of Full USPTO retrosynthesis dataset with 1.9M reactions from patents (1976-2016). Predict the reactants needed to synthesize the given product. (1) Given the product [NH4+:1].[OH-:26].[CH3:14][C:13]1[C:8]([CH2:7][N:6]([CH2:16][C:17]2[C:22]([C:23]([O:26][C:27](=[O:29])[CH3:28])([CH3:25])[CH3:24])=[CH:21][CH:20]=[CH:19][N:18]=2)[CH2:5][CH2:4][CH2:3][CH2:2][NH:1][C:33]([C:32]2[CH:31]=[N:39][C:38]([OH:60])=[CH:37][CH:36]=2)=[O:34])=[N:9][CH:10]=[C:11]([CH3:15])[CH:12]=1, predict the reactants needed to synthesize it. The reactants are: [NH2:1][CH2:2][CH2:3][CH2:4][CH2:5][N:6]([CH2:16][C:17]1[C:22]([C:23]([O:26][C:27](=[O:29])[CH3:28])([CH3:25])[CH3:24])=[CH:21][CH:20]=[CH:19][N:18]=1)[CH2:7][C:8]1[C:13]([CH3:14])=[CH:12][C:11]([CH3:15])=[CH:10][N:9]=1.O[C:31]1[N:39]=[CH:38][CH:37]=[CH:36][C:32]=1[C:33](O)=[O:34].CCN=C=NCCCN(C)C.C1C=CC2N([OH:60])N=NC=2C=1.CCN(C(C)C)C(C)C. (2) Given the product [Cl:8][C:6]1[N:5]=[C:4]([C:9]2[CH:14]=[CH:13][CH:12]=[CH:11][CH:10]=2)[N:3]=[C:2]([NH:22][C:21]2[CH:23]=[CH:24][C:18]([O:17][C:16]([F:15])([F:25])[F:26])=[CH:19][CH:20]=2)[CH:7]=1, predict the reactants needed to synthesize it. The reactants are: Cl[C:2]1[CH:7]=[C:6]([Cl:8])[N:5]=[C:4]([C:9]2[CH:14]=[CH:13][CH:12]=[CH:11][CH:10]=2)[N:3]=1.[F:15][C:16]([F:26])([F:25])[O:17][C:18]1[CH:24]=[CH:23][C:21]([NH2:22])=[CH:20][CH:19]=1.C(N(CC)CC)C. (3) Given the product [ClH:1].[N:16]12[CH2:21][CH2:20][CH:19]([CH2:18][CH2:17]1)[C@@H:14]([NH:13][C:11]([C:9]1[S:10][C:6]3[CH:5]=[C:4]([NH:3][C:36]([NH:35][C:31]([CH3:34])([CH3:33])[CH3:32])=[O:37])[CH:23]=[CH:22][C:7]=3[CH:8]=1)=[O:12])[CH2:15]2, predict the reactants needed to synthesize it. The reactants are: [ClH:1].Cl.[NH2:3][C:4]1[CH:23]=[CH:22][C:7]2[CH:8]=[C:9]([C:11]([NH:13][C@@H:14]3[CH:19]4[CH2:20][CH2:21][N:16]([CH2:17][CH2:18]4)[CH2:15]3)=[O:12])[S:10][C:6]=2[CH:5]=1.C(N(CC)CC)C.[C:31]([N:35]=[C:36]=[O:37])([CH3:34])([CH3:33])[CH3:32]. (4) Given the product [N:31]1([CH2:6][CH2:7][C@@H:8]2[CH2:13][N:12]([C:14]([O:16][CH2:17][C:18]3[CH:23]=[CH:22][CH:21]=[CH:20][CH:19]=3)=[O:15])[CH2:11][CH2:10][N:9]2[C:24]([O:26][C:27]([CH3:28])([CH3:30])[CH3:29])=[O:25])[C:39]2[C:34](=[CH:35][CH:36]=[CH:37][CH:38]=2)[CH:33]=[N:32]1, predict the reactants needed to synthesize it. The reactants are: CS(O[CH2:6][CH2:7][C@@H:8]1[CH2:13][N:12]([C:14]([O:16][CH2:17][C:18]2[CH:23]=[CH:22][CH:21]=[CH:20][CH:19]=2)=[O:15])[CH2:11][CH2:10][N:9]1[C:24]([O:26][C:27]([CH3:30])([CH3:29])[CH3:28])=[O:25])(=O)=O.[NH:31]1[C:39]2[C:34](=[CH:35][CH:36]=[CH:37][CH:38]=2)[CH:33]=[N:32]1.C(=O)([O-])[O-].[K+].[K+].CN(C=O)C. (5) Given the product [Cl:17][C:18]1[CH:43]=[CH:42][CH:41]=[CH:40][C:19]=1[CH:20]=[CH:14][C:10]1[N:9]([CH2:8][CH2:7][CH2:6][O:5][CH2:4][CH2:3][O:2][CH3:1])[CH:13]=[CH:12][CH:11]=1, predict the reactants needed to synthesize it. The reactants are: [CH3:1][O:2][CH2:3][CH2:4][O:5][CH2:6][CH2:7][CH2:8][N:9]1[CH:13]=[CH:12][CH:11]=[C:10]1[CH:14]=O.[Cl-].[Cl:17][C:18]1[CH:43]=[CH:42][CH:41]=[CH:40][C:19]=1[CH2:20][P+](C1C=CC=CC=1)(C1C=CC=CC=1)C1C=CC=CC=1.C([N-]C(C)C)(C)C.[Li+]. (6) Given the product [OH:1][C:2]12[CH2:3][CH2:4][C:5]([CH2:10][CH2:11][C:12]([O:14][CH3:16])=[O:13])([CH2:8][CH2:9]1)[CH2:6][CH2:7]2, predict the reactants needed to synthesize it. The reactants are: [OH:1][C:2]12[CH2:9][CH2:8][C:5]([CH2:10][CH2:11][C:12]([OH:14])=[O:13])([CH2:6][CH2:7]1)[CH2:4][CH2:3]2.[Si](C=[N+]=[N-])(C)(C)[CH3:16]. (7) Given the product [F:1][C:2]1[CH:3]=[C:4]2[C:12](=[CH:13][CH:14]=1)[N:11]([CH2:15][C:16]1[CH:25]=[CH:24][C:19]([C:20]([O:22][CH3:23])=[O:21])=[CH:18][CH:17]=1)[C:10]1[CH2:9][C:8]([CH3:26])([CH3:27])[CH:7]([CH2:28][N:30]3[CH2:35][CH2:34][O:33][CH2:32][CH2:31]3)[C:6](=[O:29])[C:5]2=1, predict the reactants needed to synthesize it. The reactants are: [F:1][C:2]1[CH:3]=[C:4]2[C:12](=[CH:13][CH:14]=1)[N:11]([CH2:15][C:16]1[CH:25]=[CH:24][C:19]([C:20]([O:22][CH3:23])=[O:21])=[CH:18][CH:17]=1)[C:10]1[CH2:9][C:8]([CH3:27])([CH3:26])[C:7](=[CH2:28])[C:6](=[O:29])[C:5]2=1.[NH:30]1[CH2:35][CH2:34][O:33][CH2:32][CH2:31]1. (8) Given the product [CH:39]1([CH2:38][N:4]2[C:5]3[CH:10]=[CH:9][C:8]([N:11]4[CH:16]=[C:15]([C:17]([O:19][CH2:20][CH3:21])=[O:18])[C:14](=[O:22])[N:13]([CH2:23][C:24]5[CH:29]=[CH:28][CH:27]=[C:26]([C:30]([F:32])([F:33])[F:31])[C:25]=5[CH3:34])[C:12]4=[O:35])=[CH:7][C:6]=3[N:2]([CH3:1])[C:3]2=[O:36])[CH2:41][CH2:40]1, predict the reactants needed to synthesize it. The reactants are: [CH3:1][N:2]1[C:6]2[CH:7]=[C:8]([N:11]3[CH:16]=[C:15]([C:17]([O:19][CH2:20][CH3:21])=[O:18])[C:14](=[O:22])[N:13]([CH2:23][C:24]4[CH:29]=[CH:28][CH:27]=[C:26]([C:30]([F:33])([F:32])[F:31])[C:25]=4[CH3:34])[C:12]3=[O:35])[CH:9]=[CH:10][C:5]=2[NH:4][C:3]1=[O:36].Br[CH2:38][CH:39]1[CH2:41][CH2:40]1. (9) Given the product [CH2:1]([C@@H:3]1[CH2:4][NH:5][C@@H:6]([CH3:19])[CH2:7][N:8]1[CH2:9][C:10]1[CH:11]=[CH:12][C:13]([O:16][CH3:17])=[CH:14][CH:15]=1)[CH3:2], predict the reactants needed to synthesize it. The reactants are: [CH2:1]([C@H:3]1[N:8]([CH2:9][C:10]2[CH:15]=[CH:14][C:13]([O:16][CH3:17])=[CH:12][CH:11]=2)[C:7](=O)[C@H:6]([CH3:19])[NH:5][C:4]1=O)[CH3:2].[H-].[Al+3].[Li+].[H-].[H-].[H-].O.[OH-].[K+].